Dataset: Forward reaction prediction with 1.9M reactions from USPTO patents (1976-2016). Task: Predict the product of the given reaction. The product is: [Cl:1][C:2]1[N:3]=[C:4]([N:13]2[CH2:18][CH2:17][O:16][CH2:15][CH2:14]2)[C:5]2[N:10]=[C:9]([CH3:11])[S:8][C:6]=2[N:7]=1. Given the reactants [Cl:1][C:2]1[N:3]=[C:4](Cl)[C:5]2[N:10]=[C:9]([CH3:11])[S:8][C:6]=2[N:7]=1.[NH:13]1[CH2:18][CH2:17][O:16][CH2:15][CH2:14]1, predict the reaction product.